From a dataset of Catalyst prediction with 721,799 reactions and 888 catalyst types from USPTO. Predict which catalyst facilitates the given reaction. (1) Reactant: [Cl:1][C:2]1[C:7]([C:8]([NH:10][C:11]2[CH:34]=[CH:33][C:14]3[CH2:15][CH2:16][C:17]4[C:18]([C:30]([NH2:32])=[O:31])=[N:19][N:20]([C:22]5[CH:27]=[CH:26][C:25]([C:28]#[CH:29])=[CH:24][CH:23]=5)[C:21]=4[C:13]=3[CH:12]=2)=[O:9])=[CH:6][CH:5]=[CH:4][N:3]=1.O.[OH:36]S(C(F)(F)F)(=O)=O.C([O-])(O)=O.[Na+]. Product: [C:28]([C:25]1[CH:26]=[CH:27][C:22]([N:20]2[C:21]3[C:13]4[CH:12]=[C:11]([NH:10][C:8]([C:7]5[C:2]([Cl:1])=[N:3][CH:4]=[CH:5][CH:6]=5)=[O:9])[CH:34]=[CH:33][C:14]=4[CH2:15][CH2:16][C:17]=3[C:18]([C:30]([NH2:32])=[O:31])=[N:19]2)=[CH:23][CH:24]=1)(=[O:36])[CH3:29]. The catalyst class is: 12. (2) Reactant: [C:1]([O:5][C:6]([N:8]1[CH2:13][CH2:12][N:11]([C:14]2[CH:19]=[CH:18][C:17]([Br:20])=[CH:16][C:15]=2[NH2:21])[CH2:10][CH2:9]1)=[O:7])([CH3:4])([CH3:3])[CH3:2].[CH:22]1[C:31]2[C:26](=[CH:27][CH:28]=[CH:29][CH:30]=2)[CH:25]=[CH:24][C:23]=1[CH2:32]Br.[H-].[Na+]. Product: [C:1]([O:5][C:6]([N:8]1[CH2:13][CH2:12][N:11]([C:14]2[CH:19]=[CH:18][C:17]([Br:20])=[CH:16][C:15]=2[NH:21][CH2:32][C:23]2[CH:24]=[CH:25][C:26]3[C:31](=[CH:30][CH:29]=[CH:28][CH:27]=3)[CH:22]=2)[CH2:10][CH2:9]1)=[O:7])([CH3:4])([CH3:2])[CH3:3]. The catalyst class is: 39. (3) Reactant: [C:1]([NH:20][C@@H:21]([CH2:24][O:25][C:26]([C:39]1[CH:44]=[CH:43][CH:42]=[CH:41][CH:40]=1)([C:33]1[CH:38]=[CH:37][CH:36]=[CH:35][CH:34]=1)[C:27]1[CH:32]=[CH:31][CH:30]=[CH:29][CH:28]=1)[CH2:22][OH:23])([C:14]1[CH:19]=[CH:18][CH:17]=[CH:16][CH:15]=1)([C:8]1[CH:13]=[CH:12][CH:11]=[CH:10][CH:9]=1)[C:2]1[CH:7]=[CH:6][CH:5]=[CH:4][CH:3]=1.[CH2:45]([N:52]([CH2:69][C:70]1[CH:75]=[CH:74][CH:73]=[CH:72][CH:71]=1)[CH2:53][CH2:54][CH2:55][CH2:56][CH2:57][CH2:58][CH2:59][CH2:60][CH2:61][CH2:62][CH2:63]OS(C)(=O)=O)[C:46]1[CH:51]=[CH:50][CH:49]=[CH:48][CH:47]=1. Product: [CH2:45]([N:52]([CH2:69][C:70]1[CH:71]=[CH:72][CH:73]=[CH:74][CH:75]=1)[CH2:53][CH2:54][CH2:55][CH2:56][CH2:57][CH2:58][CH2:59][CH2:60][CH2:61][CH2:62][CH2:63][O:23][CH2:22][C@@H:21]([NH:20][C:1]([C:14]1[CH:19]=[CH:18][CH:17]=[CH:16][CH:15]=1)([C:8]1[CH:9]=[CH:10][CH:11]=[CH:12][CH:13]=1)[C:2]1[CH:7]=[CH:6][CH:5]=[CH:4][CH:3]=1)[CH2:24][O:25][C:26]([C:39]1[CH:40]=[CH:41][CH:42]=[CH:43][CH:44]=1)([C:33]1[CH:34]=[CH:35][CH:36]=[CH:37][CH:38]=1)[C:27]1[CH:28]=[CH:29][CH:30]=[CH:31][CH:32]=1)[C:46]1[CH:51]=[CH:50][CH:49]=[CH:48][CH:47]=1. The catalyst class is: 11.